This data is from Forward reaction prediction with 1.9M reactions from USPTO patents (1976-2016). The task is: Predict the product of the given reaction. (1) Given the reactants C(OC([N:8]([C:22]1[N:23]=[C:24]2[C:29]([CH3:30])=[CH:28][CH:27]=[CH:26][N:25]2[C:31]=1[CH3:32])[S:9]([C:12]1[CH:21]=[CH:20][C:15]([C:16]([O:18][CH3:19])=[O:17])=[CH:14][CH:13]=1)(=[O:11])=[O:10])=O)(C)(C)C.Cl, predict the reaction product. The product is: [CH3:32][C:31]1[N:25]2[CH:26]=[CH:27][CH:28]=[C:29]([CH3:30])[C:24]2=[N:23][C:22]=1[NH:8][S:9]([C:12]1[CH:21]=[CH:20][C:15]([C:16]([O:18][CH3:19])=[O:17])=[CH:14][CH:13]=1)(=[O:11])=[O:10]. (2) The product is: [NH2:1][C:2]1[C:7]([C:8]#[N:9])=[C:6]([O:10][C@H:11]([CH3:21])[CH2:12][OH:13])[N:5]=[C:4]([C:22]([NH:24][CH2:25][CH:26]2[CH2:27][CH2:28][N:29]([CH2:32][C:33]3[S:37][C:36]([C:38]4[CH:43]=[CH:42][CH:41]=[CH:40][N:39]=4)=[N:35][CH:34]=3)[CH2:30][CH2:31]2)=[O:23])[CH:3]=1. Given the reactants [NH2:1][C:2]1[C:7]([C:8]#[N:9])=[C:6]([O:10][C@H:11]([CH3:21])[CH2:12][O:13][Si](C(C)(C)C)(C)C)[N:5]=[C:4]([C:22]([NH:24][CH2:25][CH:26]2[CH2:31][CH2:30][N:29]([CH2:32][C:33]3[S:37][C:36]([C:38]4[CH:43]=[CH:42][CH:41]=[CH:40][N:39]=4)=[N:35][CH:34]=3)[CH2:28][CH2:27]2)=[O:23])[CH:3]=1.[F-].C([N+](CCCC)(CCCC)CCCC)CCC, predict the reaction product. (3) Given the reactants [CH:1]([C:3]1[C:8]([CH3:9])=[CH:7][C:6]([NH:10][C:11]([CH2:13][CH2:14][N:15]2[CH2:20][CH2:19][CH:18]([O:21][C:22](=[O:36])[NH:23][C:24]3[CH:29]=[CH:28][CH:27]=[CH:26][C:25]=3[C:30]3[CH:35]=[CH:34][CH:33]=[CH:32][CH:31]=3)[CH2:17][CH2:16]2)=[O:12])=[C:5]([CH3:37])[CH:4]=1)=O.C(O)(=O)C.[NH2:42][CH2:43][C@@H:44]([C:53]1[CH:54]=[CH:55][C:56]([OH:62])=[C:57]([NH:59][CH:60]=[O:61])[CH:58]=1)[O:45][Si:46]([C:49]([CH3:52])([CH3:51])[CH3:50])([CH3:48])[CH3:47].CO, predict the reaction product. The product is: [Si:46]([O:45][C@H:44]([C:53]1[CH:54]=[CH:55][C:56]([OH:62])=[C:57]([NH:59][CH:60]=[O:61])[CH:58]=1)[CH2:43][N:42]=[CH:1][C:3]1[C:8]([CH3:9])=[CH:7][C:6]([NH:10][C:11]([CH2:13][CH2:14][N:15]2[CH2:20][CH2:19][CH:18]([O:21][C:22](=[O:36])[NH:23][C:24]3[CH:29]=[CH:28][CH:27]=[CH:26][C:25]=3[C:30]3[CH:35]=[CH:34][CH:33]=[CH:32][CH:31]=3)[CH2:17][CH2:16]2)=[O:12])=[C:5]([CH3:37])[CH:4]=1)([C:49]([CH3:52])([CH3:51])[CH3:50])([CH3:48])[CH3:47]. (4) Given the reactants [C:1]([N:5]1[C:9]([C:10]2[CH:15]=[CH:14][C:13]([F:16])=[CH:12][CH:11]=2)=[C:8]([C:17]2[S:18][CH:19]=[C:20]([CH2:22][C:23](O)=[O:24])[N:21]=2)[CH:7]=[N:6]1)([CH3:4])([CH3:3])[CH3:2].[NH:26]1[CH2:31][CH2:30][S:29][CH2:28][CH2:27]1, predict the reaction product. The product is: [C:1]([N:5]1[C:9]([C:10]2[CH:11]=[CH:12][C:13]([F:16])=[CH:14][CH:15]=2)=[C:8]([C:17]2[S:18][CH:19]=[C:20]([CH2:22][C:23]([N:26]3[CH2:31][CH2:30][S:29][CH2:28][CH2:27]3)=[O:24])[N:21]=2)[CH:7]=[N:6]1)([CH3:2])([CH3:4])[CH3:3]. (5) Given the reactants [O:1]1[CH2:6][CH2:5][N:4]([C:7]2[CH:30]=[CH:29][C:10]3[C:11]([CH2:14][CH2:15][CH:16]4[CH2:21][CH2:20][N:19]([C:22]([O:24][C:25]([CH3:28])([CH3:27])[CH3:26])=[O:23])[CH2:18][CH2:17]4)=[N:12][O:13][C:9]=3[C:8]=2/[CH:31]=C/C)[CH2:3][CH2:2]1.O1C[CH2:38][N:37](C2C=CC3C(CCC4CCN(C(OC(C)(C)C)=O)CC4)=NOC=3C=2/C=C\C)[CH2:36]C1.N1C(C)=CC=CC=1C.I([O-])(=O)(=O)=O.[Na+], predict the reaction product. The product is: [CH3:36][N:37]([CH2:31][C:8]1[C:9]2[O:13][N:12]=[C:11]([CH2:14][CH2:15][CH:16]3[CH2:17][CH2:18][N:19]([C:22]([O:24][C:25]([CH3:27])([CH3:26])[CH3:28])=[O:23])[CH2:20][CH2:21]3)[C:10]=2[CH:29]=[CH:30][C:7]=1[N:4]1[CH2:3][CH2:2][O:1][CH2:6][CH2:5]1)[CH3:38]. (6) Given the reactants [CH2:1]([OH:10])[CH2:2][CH2:3][CH2:4][CH2:5][CH2:6][CH:7]([CH3:9])[CH3:8].CO[C:13]([CH:15]1[CH2:20][CH2:19][CH:18]([C:21]([O:23][CH3:24])=[O:22])[CH2:17][CH2:16]1)=[O:14], predict the reaction product. The product is: [CH2:1]([O:10][C:13]([CH:15]1[CH2:16][CH2:17][CH:18]([C:21]([O:23][CH2:24][CH2:2][CH2:3][CH2:4][CH2:5][CH2:6][CH:7]([CH3:9])[CH3:8])=[O:22])[CH2:19][CH2:20]1)=[O:14])[CH2:2][CH2:3][CH2:4][CH2:5][CH2:6][CH:7]([CH3:9])[CH3:8]. (7) Given the reactants [OH:1][C:2]1[CH:11]=[CH:10][C:5]2[CH2:6][O:7][B:8]([OH:9])[C:4]=2[CH:3]=1.[H-].[Na+].Br[CH:15]([C:21]1[CH:26]=[CH:25][CH:24]=[CH:23][CH:22]=1)[C:16]([O:18][CH2:19][CH3:20])=[O:17].Cl, predict the reaction product. The product is: [CH2:19]([O:18][C:16](=[O:17])[CH:15]([O:1][C:2]1[CH:11]=[CH:10][C:5]2[CH2:6][O:7][B:8]([OH:9])[C:4]=2[CH:3]=1)[C:21]1[CH:26]=[CH:25][CH:24]=[CH:23][CH:22]=1)[CH3:20].